This data is from NCI-60 drug combinations with 297,098 pairs across 59 cell lines. The task is: Regression. Given two drug SMILES strings and cell line genomic features, predict the synergy score measuring deviation from expected non-interaction effect. (1) Drug 1: C1CCN(CC1)CCOC2=CC=C(C=C2)C(=O)C3=C(SC4=C3C=CC(=C4)O)C5=CC=C(C=C5)O. Drug 2: CC1C(C(CC(O1)OC2CC(CC3=C2C(=C4C(=C3O)C(=O)C5=CC=CC=C5C4=O)O)(C(=O)C)O)N)O. Cell line: OVCAR-5. Synergy scores: CSS=35.5, Synergy_ZIP=1.58, Synergy_Bliss=2.01, Synergy_Loewe=1.73, Synergy_HSA=2.82. (2) Drug 1: CC1=C(C=C(C=C1)C(=O)NC2=CC(=CC(=C2)C(F)(F)F)N3C=C(N=C3)C)NC4=NC=CC(=N4)C5=CN=CC=C5. Drug 2: CCN(CC)CCNC(=O)C1=C(NC(=C1C)C=C2C3=C(C=CC(=C3)F)NC2=O)C. Cell line: UACC62. Synergy scores: CSS=-4.80, Synergy_ZIP=1.62, Synergy_Bliss=-0.553, Synergy_Loewe=-8.52, Synergy_HSA=-7.25. (3) Drug 1: CN(C)C1=NC(=NC(=N1)N(C)C)N(C)C. Drug 2: C(CN)CNCCSP(=O)(O)O. Cell line: SW-620. Synergy scores: CSS=0.000500, Synergy_ZIP=-2.44, Synergy_Bliss=-7.67, Synergy_Loewe=-4.59, Synergy_HSA=-6.55. (4) Drug 1: CC1=C(C=C(C=C1)NC2=NC=CC(=N2)N(C)C3=CC4=NN(C(=C4C=C3)C)C)S(=O)(=O)N.Cl. Drug 2: CCC1(CC2CC(C3=C(CCN(C2)C1)C4=CC=CC=C4N3)(C5=C(C=C6C(=C5)C78CCN9C7C(C=CC9)(C(C(C8N6C)(C(=O)OC)O)OC(=O)C)CC)OC)C(=O)OC)O.OS(=O)(=O)O. Cell line: MCF7. Synergy scores: CSS=40.2, Synergy_ZIP=17.7, Synergy_Bliss=17.7, Synergy_Loewe=-24.7, Synergy_HSA=15.4. (5) Drug 1: CN(C)C1=NC(=NC(=N1)N(C)C)N(C)C. Drug 2: C1=CN(C(=O)N=C1N)C2C(C(C(O2)CO)O)O.Cl. Cell line: OVCAR-5. Synergy scores: CSS=22.2, Synergy_ZIP=-7.44, Synergy_Bliss=-3.48, Synergy_Loewe=-53.8, Synergy_HSA=-6.57. (6) Drug 1: C1=CC(=CC=C1C#N)C(C2=CC=C(C=C2)C#N)N3C=NC=N3. Drug 2: C1=NC(=NC(=O)N1C2C(C(C(O2)CO)O)O)N. Cell line: SK-MEL-28. Synergy scores: CSS=4.08, Synergy_ZIP=1.95, Synergy_Bliss=0.827, Synergy_Loewe=-16.6, Synergy_HSA=-17.0. (7) Drug 1: CC12CCC(CC1=CCC3C2CCC4(C3CC=C4C5=CN=CC=C5)C)O. Drug 2: C1=CC=C(C(=C1)C(C2=CC=C(C=C2)Cl)C(Cl)Cl)Cl. Cell line: SK-MEL-28. Synergy scores: CSS=2.10, Synergy_ZIP=1.13, Synergy_Bliss=2.14, Synergy_Loewe=-3.14, Synergy_HSA=-0.531.